From a dataset of Full USPTO retrosynthesis dataset with 1.9M reactions from patents (1976-2016). Predict the reactants needed to synthesize the given product. Given the product [F:20][C:21]1[CH:26]=[CH:25][C:24]([C:2]2[CH:3]=[C:4]3[C:9](=[CH:10][CH:11]=2)[N:8]=[C:7]([OH:12])[N:6]=[C:5]3[OH:13])=[CH:23][CH:22]=1, predict the reactants needed to synthesize it. The reactants are: Br[C:2]1[CH:3]=[C:4]2[C:9](=[CH:10][CH:11]=1)[N:8]=[C:7]([OH:12])[N:6]=[C:5]2[OH:13].C(=O)([O-])[O-].[K+].[K+].[F:20][C:21]1[CH:26]=[CH:25][C:24](B(O)O)=[CH:23][CH:22]=1.